This data is from Reaction yield outcomes from USPTO patents with 853,638 reactions. The task is: Predict the reaction yield, written as a fraction of the theoretical maximum amount of product (1.0 means a 100% yield; for example, 0.34 means a 34% yield). (1) The reactants are OCC1C=NC2N3CCC[C@H]3C(=O)NC=2C=1.Cl.Cl[C:19]1[CH:20]=[C:21]([CH:27]=[CH:28][C:29]=1N1CCNCC1)[C:22]([NH:24]CC)=[O:23].[I-].C(C[P+](C)(C)C)#N.C(N(CC)C(C)C)(C)C. The catalyst is C(#N)CC. The product is [C:22]([NH2:24])(=[O:23])[C:21]1[CH:27]=[CH:28][CH:29]=[CH:19][CH:20]=1. The yield is 0.353. (2) The reactants are [CH3:1][O:2][C:3]1[CH:12]=[CH:11][CH:10]=[C:9]2[C:4]=1[CH2:5][CH2:6][C@H:7]([CH3:13])[NH:8]2.[ClH:14]. The catalyst is C(OCC)(=O)C. The product is [ClH:14].[CH3:1][O:2][C:3]1[CH:12]=[CH:11][CH:10]=[C:9]2[C:4]=1[CH2:5][CH2:6][C@H:7]([CH3:13])[NH:8]2. The yield is 0.890. (3) The reactants are [F:1][C:2]1[C:3]([O:13][CH3:14])=[C:4]([Si:9]([CH3:12])([CH3:11])[CH3:10])[C:5]([F:8])=[CH:6][CH:7]=1.[Cl:15]C(Cl)(F)C(Cl)(F)F. The catalyst is C1COCC1. The product is [Cl:15][C:7]1[CH:6]=[C:5]([F:8])[C:4]([Si:9]([CH3:10])([CH3:12])[CH3:11])=[C:3]([O:13][CH3:14])[C:2]=1[F:1]. The yield is 0.800. (4) The reactants are OS(O)(=O)=O.[OH:6][C:7]1[CH:15]=[CH:14][C:10]([C:11]([OH:13])=[O:12])=[CH:9][C:8]=1[C:16]([F:19])([F:18])[F:17].[CH3:20]COC(C)=O. The catalyst is CO. The product is [OH:6][C:7]1[CH:15]=[CH:14][C:10]([C:11]([O:13][CH3:20])=[O:12])=[CH:9][C:8]=1[C:16]([F:17])([F:18])[F:19]. The yield is 0.984.